From a dataset of Catalyst prediction with 721,799 reactions and 888 catalyst types from USPTO. Predict which catalyst facilitates the given reaction. (1) Reactant: [C:1](#N)C.[F:4][C:5]1[CH:6]=[C:7]2[C:12](=[C:13]([O:16][CH3:17])[C:14]=1F)[N:11]([C@@H:18]1[CH2:20][C@@H:19]1[F:21])[CH:10]=[C:9]([C:22]([OH:24])=[O:23])[C:8]2=[O:25].Cl.Cl.C([CH:35]1[C:37]2([C@:41]([CH3:43])([NH2:42])[CH2:40]N[CH2:38]2)[CH2:36]1)C1C=CC=CC=1. Product: [OH2:16].[OH2:16].[NH2:42][C@:41]1([CH3:43])[C:37]2([CH2:36][CH2:35]2)[CH2:38][CH:1]([C:14]2[C:13]([O:16][CH3:17])=[C:12]3[C:7]([C:8](=[O:25])[C:9]([C:22]([OH:24])=[O:23])=[CH:10][N:11]3[C@@H:18]3[CH2:20][C@@H:19]3[F:21])=[CH:6][C:5]=2[F:4])[CH2:40]1. The catalyst class is: 66. (2) Reactant: C(#N)C.C(=O)([O-])[O-].[Na+].[Na+].[NH2:10][C:11]1[CH:16]=[C:15]([NH:17][CH:18]2[CH2:23][CH2:22][N:21]([C:24]([O:26][C:27]([CH3:30])([CH3:29])[CH3:28])=[O:25])[CH2:20][CH2:19]2)[C:14](Br)=[CH:13][N:12]=1.[CH3:32][O:33][C:34]1[CH:39]=[CH:38][C:37](B(O)O)=[CH:36][CH:35]=1. Product: [NH2:10][C:11]1[CH:16]=[C:15]([NH:17][CH:18]2[CH2:23][CH2:22][N:21]([C:24]([O:26][C:27]([CH3:30])([CH3:29])[CH3:28])=[O:25])[CH2:20][CH2:19]2)[C:14]([C:37]2[CH:38]=[CH:39][C:34]([O:33][CH3:32])=[CH:35][CH:36]=2)=[CH:13][N:12]=1. The catalyst class is: 694. (3) Reactant: [Cr](Cl)([O-])(=O)=O.[NH+]1C=CC=[CH:8][CH:7]=1.[CH2:12]([O:14]CC)[CH3:13].[Br:17][CH2:18][CH2:19][CH2:20][CH2:21][CH2:22][CH2:23][CH2:24][CH2:25][CH2:26][CH2:27][CH2:28][OH:29]. Product: [CH2:7]([O:29][CH:28]([O:14][CH2:12][CH3:13])[CH2:27][CH2:26][CH2:25][CH2:24][CH2:23][CH2:22][CH2:21][CH2:20][CH2:19][CH2:18][Br:17])[CH3:8]. The catalyst class is: 4. (4) Product: [Br:19][C:20]1[CH:21]=[CH:22][C:23]([CH2:28][N:12]2[N:11]=[CH:10][C:9]3[C:14](=[C:15]([F:17])[CH:16]=[C:7]([C:3]([CH3:6])([CH3:4])[CH3:5])[CH:8]=3)[C:13]2=[O:18])=[C:24]([CH2:26][OH:27])[CH:25]=1. Reactant: [H-].[Na+].[C:3]([C:7]1[CH:8]=[C:9]2[C:14](=[C:15]([F:17])[CH:16]=1)[C:13](=[O:18])[NH:12][N:11]=[CH:10]2)([CH3:6])([CH3:5])[CH3:4].[Br:19][C:20]1[CH:21]=[CH:22][C:23]([CH2:28]Br)=[C:24]([CH2:26][OH:27])[CH:25]=1. The catalyst class is: 3. (5) Reactant: [CH:1]([N:3]1[CH:7]=[CH:6][N:5]=[CH:4]1)=[CH2:2].[CH2:8]([Br:20])[CH2:9][CH2:10][CH2:11][CH2:12][CH2:13][CH2:14][CH2:15][CH2:16][CH2:17][CH2:18][CH3:19].CO. Product: [Br-:20].[CH:1]([N+:3]1[CH:7]=[CH:6][N:5]([CH2:19][CH2:18][CH2:17][CH2:16][CH2:15][CH2:14][CH2:13][CH2:12][CH2:11][CH2:10][CH2:9][CH3:8])[CH:4]=1)=[CH2:2]. The catalyst class is: 27. (6) Reactant: [Cl:1][C:2]1[CH:3]=[C:4]([C:8]2[CH:13]=[CH:12][C:11]([CH2:14][C@H:15]([O:19][C@H:20]([C:22]([O:24][CH2:25][CH3:26])=[O:23])[CH3:21])[C:16](O)=[O:17])=[CH:10][CH:9]=2)[CH:5]=[CH:6][CH:7]=1.[NH2:27][C:28]1[NH:32][N:31]=[N:30][N:29]=1.CCN(C(C)C)C(C)C.C(N=C=NC(C)C)(C)C. The catalyst class is: 1. Product: [CH2:25]([O:24][C:22](=[O:23])[C@@H:20]([O:19][C@H:15]([C:16](=[O:17])[NH:27][C:28]1[NH:32][N:31]=[N:30][N:29]=1)[CH2:14][C:11]1[CH:12]=[CH:13][C:8]([C:4]2[CH:5]=[CH:6][CH:7]=[C:2]([Cl:1])[CH:3]=2)=[CH:9][CH:10]=1)[CH3:21])[CH3:26].